From a dataset of Forward reaction prediction with 1.9M reactions from USPTO patents (1976-2016). Predict the product of the given reaction. Given the reactants [Cl:1][C:2]1[CH:7]=[C:6]([F:8])[CH:5]=[CH:4][C:3]=1[OH:9].Cl[CH2:11][C:12](=[O:14])[CH3:13].C(=O)([O-])[O-].[K+].[K+], predict the reaction product. The product is: [Cl:1][C:2]1[CH:7]=[C:6]([F:8])[CH:5]=[CH:4][C:3]=1[O:9][CH2:11][C:12](=[O:14])[CH3:13].